From a dataset of Peptide-MHC class I binding affinity with 185,985 pairs from IEDB/IMGT. Regression. Given a peptide amino acid sequence and an MHC pseudo amino acid sequence, predict their binding affinity value. This is MHC class I binding data. (1) The peptide sequence is GMFNMLSTV. The MHC is HLA-A02:03 with pseudo-sequence HLA-A02:03. The binding affinity (normalized) is 0.936. (2) The peptide sequence is PTLAYTYEA. The MHC is Mamu-A02 with pseudo-sequence Mamu-A02. The binding affinity (normalized) is 0. (3) The peptide sequence is YEDQDALFA. The MHC is HLA-B44:02 with pseudo-sequence HLA-B44:02. The binding affinity (normalized) is 0.0525. (4) The peptide sequence is GLSRYVARV. The MHC is HLA-A02:03 with pseudo-sequence HLA-A02:03. The binding affinity (normalized) is 0.965.